Task: Binary Classification. Given a T-cell receptor sequence (or CDR3 region) and an epitope sequence, predict whether binding occurs between them.. Dataset: TCR-epitope binding with 47,182 pairs between 192 epitopes and 23,139 TCRs (1) The epitope is KLNVGDYFV. The TCR CDR3 sequence is CASSGGQGAYITEAFF. Result: 1 (the TCR binds to the epitope). (2) The epitope is IPSINVHHY. The TCR CDR3 sequence is CSVVQREKSSYEQYF. Result: 0 (the TCR does not bind to the epitope).